Dataset: Full USPTO retrosynthesis dataset with 1.9M reactions from patents (1976-2016). Task: Predict the reactants needed to synthesize the given product. (1) Given the product [CH2:6]([O:5][C:3]([C:2]1([C:1]([O:14][CH2:15][C:16]2[CH:17]=[CH:18][CH:19]=[CH:20][CH:21]=2)=[O:13])[CH2:24][CH2:25][O:27][CH2:28]1)=[O:4])[C:7]1[CH:12]=[CH:11][CH:10]=[CH:9][CH:8]=1, predict the reactants needed to synthesize it. The reactants are: [C:1]([O:14][CH2:15][C:16]1[CH:21]=[CH:20][CH:19]=[CH:18][CH:17]=1)(=[O:13])[CH2:2][C:3]([O:5][CH2:6][C:7]1[CH:12]=[CH:11][CH:10]=[CH:9][CH:8]=1)=[O:4].ClC[CH2:24][CH:25]([O:27][CH:28](Cl)CCCl)Cl.C(=O)([O-])[O-].[K+].[K+].C1OCCOCCOCCOCCOCCOC1. (2) Given the product [F:1][C:2]1[CH:3]=[CH:4][C:5]([N+:9]([O-:11])=[O:10])=[C:6]([O:8][CH:19]([CH3:21])[CH3:20])[CH:7]=1, predict the reactants needed to synthesize it. The reactants are: [F:1][C:2]1[CH:3]=[CH:4][C:5]([N+:9]([O-:11])=[O:10])=[C:6]([OH:8])[CH:7]=1.C(=O)([O-])[O-].[Cs+].[Cs+].I[CH:19]([CH3:21])[CH3:20].